From a dataset of Full USPTO retrosynthesis dataset with 1.9M reactions from patents (1976-2016). Predict the reactants needed to synthesize the given product. Given the product [CH:17]1([CH2:16][N:15]([CH2:20][CH:21]2[CH2:23][CH2:22]2)[C:14]2[N:13]=[C:12]3[N:24]([CH3:28])[N:25]=[C:26]([CH3:27])[C:11]3=[CH:10][C:9]=2[CH2:8][N:7]([CH2:6][C:5]2[CH:29]=[C:30]([C:32]([F:34])([F:35])[F:33])[CH:31]=[C:3]([C:2]([F:36])([F:1])[F:37])[CH:4]=2)[C:39]2[N:44]=[CH:43][C:42]([C:45](=[O:47])[CH3:46])=[CH:41][N:40]=2)[CH2:18][CH2:19]1, predict the reactants needed to synthesize it. The reactants are: [F:1][C:2]([F:37])([F:36])[C:3]1[CH:4]=[C:5]([CH:29]=[C:30]([C:32]([F:35])([F:34])[F:33])[CH:31]=1)[CH2:6][NH:7][CH2:8][C:9]1[CH:10]=[C:11]2[C:26]([CH3:27])=[N:25][N:24]([CH3:28])[C:12]2=[N:13][C:14]=1[N:15]([CH2:20][CH:21]1[CH2:23][CH2:22]1)[CH2:16][CH:17]1[CH2:19][CH2:18]1.Cl[C:39]1[N:44]=[CH:43][C:42]([C:45](=[O:47])[CH3:46])=[CH:41][N:40]=1.C([O-])([O-])=O.[K+].[K+].